The task is: Predict which catalyst facilitates the given reaction.. This data is from Catalyst prediction with 721,799 reactions and 888 catalyst types from USPTO. (1) Reactant: [CH3:1][N:2](C(OC(C)(C)C)=O)[NH:3][C:4](=[O:31])[C:5]1[CH:10]=[CH:9][C:8](/[CH:11]=[CH:12]/[CH:13]([C:18]2[CH:23]=[C:22]([Cl:24])[C:21]([Cl:25])=[C:20]([Cl:26])[CH:19]=2)[C:14]([F:17])([F:16])[F:15])=[CH:7][C:6]=1[C:27]([F:30])([F:29])[F:28].Cl. The catalyst class is: 12. Product: [ClH:24].[CH3:1][NH:2][NH:3][C:4](=[O:31])[C:5]1[CH:10]=[CH:9][C:8](/[CH:11]=[CH:12]/[CH:13]([C:18]2[CH:19]=[C:20]([Cl:26])[C:21]([Cl:25])=[C:22]([Cl:24])[CH:23]=2)[C:14]([F:15])([F:16])[F:17])=[CH:7][C:6]=1[C:27]([F:29])([F:28])[F:30]. (2) Reactant: C(N1CCCCC1)=O.S(Cl)(Cl)=O.[Cl:13][C:14]1[C:15]2[N:16]([CH:24]=[C:25]([C:27]([OH:29])=O)[N:26]=2)[CH:17]=[C:18]([C:20]([F:23])([F:22])[F:21])[CH:19]=1.COC(C1N=C2C([Cl:42])=CC(C(F)(F)F)=CN2C=1)=O. Product: [Cl:13][C:14]1[C:15]2[N:16]([CH:24]=[C:25]([C:27]([Cl:42])=[O:29])[N:26]=2)[CH:17]=[C:18]([C:20]([F:23])([F:22])[F:21])[CH:19]=1. The catalyst class is: 442. (3) Reactant: [Cl:1][C:2]1[CH:3]=[C:4]([C:10]2([C:31]([F:34])([F:33])[F:32])[O:14][N:13]=[C:12]([C:15]3[C:24]4[C:19](=[CH:20][CH:21]=[CH:22][CH:23]=4)[C:18]([C:25]([NH:27][CH2:28][CH2:29][OH:30])=[O:26])=[CH:17][CH:16]=3)[CH2:11]2)[CH:5]=[C:6]([Cl:9])[C:7]=1[F:8].CC(OI1(OC(C)=O)(OC(C)=O)OC(=O)C2C=CC=CC1=2)=O.CCCCCCC.C([O-])(O)=O.[Na+]. The catalyst class is: 161. Product: [Cl:1][C:2]1[CH:3]=[C:4]([C:10]2([C:31]([F:32])([F:34])[F:33])[O:14][N:13]=[C:12]([C:15]3[C:24]4[C:19](=[CH:20][CH:21]=[CH:22][CH:23]=4)[C:18]([C:25]([NH:27][CH2:28][CH:29]=[O:30])=[O:26])=[CH:17][CH:16]=3)[CH2:11]2)[CH:5]=[C:6]([Cl:9])[C:7]=1[F:8]. (4) Reactant: Br[C:2]1[CH:7]=[C:6]([CH3:8])[N:5]=[C:4]([CH3:9])[CH:3]=1.[B:10](OC(C)C)([O:15]C(C)C)[O:11]C(C)C.[Li]CCCC. Product: [CH3:8][C:6]1[CH:7]=[C:2]([B:10]([OH:15])[OH:11])[CH:3]=[C:4]([CH3:9])[N:5]=1. The catalyst class is: 1. (5) Reactant: [CH:1]([C:3]1[CH:8]=[CH:7][C:6]([N:9]2[CH2:14][CH2:13][CH:12]([C:15]([O:17][CH3:18])=[O:16])[CH2:11][CH2:10]2)=[C:5]([N+:19]([O-])=O)[CH:4]=1)=[O:2].[H][H]. Product: [NH2:19][C:5]1[CH:4]=[C:3]([CH:1]=[O:2])[CH:8]=[CH:7][C:6]=1[N:9]1[CH2:10][CH2:11][CH:12]([C:15]([O:17][CH3:18])=[O:16])[CH2:13][CH2:14]1. The catalyst class is: 350. (6) Reactant: [CH2:1]=[C:2]([CH2:8][CH3:9])[C:3]([O:5][CH2:6][CH3:7])=[O:4].[CH2:10]([NH2:17])[C:11]1[CH:16]=[CH:15][CH:14]=[CH:13][CH:12]=1. Product: [CH2:10]([NH:17][CH2:1][CH:2]([CH2:8][CH3:9])[C:3]([O:5][CH2:6][CH3:7])=[O:4])[C:11]1[CH:16]=[CH:15][CH:14]=[CH:13][CH:12]=1. The catalyst class is: 8. (7) Reactant: [CH2:1]([O:3][C:4](=[O:18])[CH2:5][CH2:6][CH2:7][CH2:8][CH2:9][CH2:10][O:11][C:12]1[CH:17]=[CH:16][CH:15]=[CH:14][CH:13]=1)[CH3:2].[CH2:19]([O:26]C1C=CC(O)=CC=1)[C:20]1[CH:25]=[CH:24][CH:23]=[CH:22][CH:21]=1.C1OCCOCCOCCOCCOCCOC1.C(=O)([O-])[O-].[K+].[K+].BrCCCCCCC(OCC)=O. Product: [CH2:1]([O:3][C:4](=[O:18])[CH2:5][CH2:6][CH2:7][CH2:8][CH2:9][CH2:10][O:11][C:12]1[CH:13]=[CH:14][C:15]([O:26][CH2:19][C:20]2[CH:25]=[CH:24][CH:23]=[CH:22][CH:21]=2)=[CH:16][CH:17]=1)[CH3:2]. The catalyst class is: 21. (8) Reactant: C(OC([N:8]1[CH2:13][CH2:12][N:11]([C:14]2[CH:15]=[N:16][C:17]([NH:20][C:21]3[N:22]=[CH:23][C:24]4[CH:30]=[C:29]([CH2:31][O:32][CH2:33][CH2:34][O:35][CH3:36])[C:28](=[O:37])[N:27]([CH:38]5[CH2:42][CH2:41][CH2:40][CH2:39]5)[C:25]=4[N:26]=3)=[CH:18][CH:19]=2)[CH2:10][CH2:9]1)=O)(C)(C)C.[ClH:43]. Product: [ClH:43].[CH:38]1([N:27]2[C:25]3[N:26]=[C:21]([NH:20][C:17]4[CH:18]=[CH:19][C:14]([N:11]5[CH2:10][CH2:9][NH:8][CH2:13][CH2:12]5)=[CH:15][N:16]=4)[N:22]=[CH:23][C:24]=3[CH:30]=[C:29]([CH2:31][O:32][CH2:33][CH2:34][O:35][CH3:36])[C:28]2=[O:37])[CH2:39][CH2:40][CH2:41][CH2:42]1. The catalyst class is: 268. (9) Reactant: [F:1][C:2]1[N:7]=[C:6]([F:8])[C:5]([F:9])=[C:4](F)[C:3]=1[F:11].[NH:12]1[CH2:17][CH2:16][O:15][CH2:14][CH2:13]1. Product: [F:8][C:6]1[C:5]([F:9])=[C:4]([N:12]2[CH2:17][CH2:16][O:15][CH2:14][CH2:13]2)[C:3]([F:11])=[C:2]([F:1])[N:7]=1. The catalyst class is: 4. (10) Reactant: [CH3:1][C:2]1[C:6]([N+:7]([O-:9])=[O:8])=[CH:5][NH:4][N:3]=1.CI.[C:12]([O-])([O-])=O.[K+].[K+]. Product: [CH3:12][N:4]1[CH:5]=[C:6]([N+:7]([O-:9])=[O:8])[C:2]([CH3:1])=[N:3]1. The catalyst class is: 3.